This data is from Forward reaction prediction with 1.9M reactions from USPTO patents (1976-2016). The task is: Predict the product of the given reaction. Given the reactants F[C:2]1[CH:7]=[C:6]([F:8])[CH:5]=[CH:4][C:3]=1[C:9]1[N:14]=[CH:13][N:12]=[C:11]([NH:15][C:16]2[CH:21]=[CH:20][CH:19]=[C:18]([CH2:22][S:23]([CH3:26])(=[O:25])=[O:24])[CH:17]=2)[N:10]=1.[F:27][C:28]1[C:35]([F:36])=[CH:34][C:33]([F:37])=[CH:32][C:29]=1[CH2:30][OH:31], predict the reaction product. The product is: [F:8][C:6]1[CH:5]=[CH:4][C:3]([C:9]2[N:14]=[CH:13][N:12]=[C:11]([NH:15][C:16]3[CH:21]=[CH:20][CH:19]=[C:18]([CH2:22][S:23]([CH3:26])(=[O:25])=[O:24])[CH:17]=3)[N:10]=2)=[C:2]([O:31][CH2:30][C:29]2[CH:32]=[C:33]([F:37])[CH:34]=[C:35]([F:36])[C:28]=2[F:27])[CH:7]=1.